Dataset: Catalyst prediction with 721,799 reactions and 888 catalyst types from USPTO. Task: Predict which catalyst facilitates the given reaction. (1) Reactant: [CH3:1][O:2][C:3]1[CH:43]=[CH:42][C:6]([CH2:7][N:8]([CH2:33][C:34]2[CH:39]=[CH:38][C:37]([O:40][CH3:41])=[CH:36][CH:35]=2)[C:9]2[N:14]=[C:13]([CH3:15])[N:12]=[C:11]([C:16]3[CH:17]=[C:18]([C:23]([CH3:32])([CH3:31])[C:24]([O:26][C:27]([CH3:30])([CH3:29])[CH3:28])=[O:25])[CH:19]=[N:20][C:21]=3F)[N:10]=2)=[CH:5][CH:4]=1.[F:44][C:45]1[CH:46]=[C:47]([NH2:53])[CH:48]=[N:49][C:50]=1[O:51][CH3:52].C[Si]([N-][Si](C)(C)C)(C)C.[Na+]. The catalyst class is: 765. Product: [CH3:1][O:2][C:3]1[CH:43]=[CH:42][C:6]([CH2:7][N:8]([CH2:33][C:34]2[CH:35]=[CH:36][C:37]([O:40][CH3:41])=[CH:38][CH:39]=2)[C:9]2[N:14]=[C:13]([CH3:15])[N:12]=[C:11]([C:16]3[CH:17]=[C:18]([C:23]([CH3:32])([CH3:31])[C:24]([O:26][C:27]([CH3:28])([CH3:30])[CH3:29])=[O:25])[CH:19]=[N:20][C:21]=3[NH:53][C:47]3[CH:48]=[N:49][C:50]([O:51][CH3:52])=[C:45]([F:44])[CH:46]=3)[N:10]=2)=[CH:5][CH:4]=1. (2) Reactant: Cl[C:2]1[CH:3]=[C:4]([C:9]2[C:17]3[C:12](=[CH:13][C:14]([NH:18][S:19]([CH3:22])(=[O:21])=[O:20])=[CH:15][CH:16]=3)[N:11]([CH:23]([CH3:25])[CH3:24])[CH:10]=2)[S:5][C:6]=1[C:7]#[N:8].[F-:26].[Cs+]. Product: [C:7]([C:6]1[S:5][C:4]([C:9]2[C:17]3[C:12](=[CH:13][C:14]([NH:18][S:19]([CH3:22])(=[O:21])=[O:20])=[CH:15][CH:16]=3)[N:11]([CH:23]([CH3:25])[CH3:24])[CH:10]=2)=[CH:3][C:2]=1[F:26])#[N:8]. The catalyst class is: 197.